The task is: Predict the reactants needed to synthesize the given product.. This data is from Full USPTO retrosynthesis dataset with 1.9M reactions from patents (1976-2016). Given the product [ClH:1].[Cl:1][C:2]1[C:27]([OH:28])=[N:26][C:5]2[N:6]=[C:7]([N:13]3[CH2:14][CH:15]([NH:17][CH3:18])[CH2:16]3)[C:8]3[N:9]([CH:10]=[N:11][N:12]=3)[C:4]=2[CH:3]=1, predict the reactants needed to synthesize it. The reactants are: [Cl:1][C:2]1[C:27]([OH:28])=[N:26][C:5]2[N:6]=[C:7]([N:13]3[CH2:16][CH:15]([N:17](C)[C:18](=O)OC(C)(C)C)[CH2:14]3)[C:8]3[N:9]([CH:10]=[N:11][N:12]=3)[C:4]=2[CH:3]=1.Cl.CCOCC.